This data is from Full USPTO retrosynthesis dataset with 1.9M reactions from patents (1976-2016). The task is: Predict the reactants needed to synthesize the given product. (1) Given the product [CH2:12]([O:11][C:10]([NH:9][C@H:8]1[CH2:7][CH2:6][N:5]([C:21]2[CH:22]=[C:23]([CH:28]=[CH:29][C:30]=2[F:31])[C:24]([O:26][CH3:27])=[O:25])[CH2:4][C@H:3]1[O:2][CH3:1])=[O:19])[C:13]1[CH:18]=[CH:17][CH:16]=[CH:15][CH:14]=1, predict the reactants needed to synthesize it. The reactants are: [CH3:1][O:2][C@H:3]1[C@@H:8]([NH:9][C:10](=[O:19])[O:11][CH2:12][C:13]2[CH:18]=[CH:17][CH:16]=[CH:15][CH:14]=2)[CH2:7][CH2:6][NH:5][CH2:4]1.Br[C:21]1[CH:22]=[C:23]([CH:28]=[CH:29][C:30]=1[F:31])[C:24]([O:26][CH3:27])=[O:25].C1C=CC(P(C2C(C3C(P(C4C=CC=CC=4)C4C=CC=CC=4)=CC=C4C=3C=CC=C4)=C3C(C=CC=C3)=CC=2)C2C=CC=CC=2)=CC=1.C(=O)([O-])[O-].[Cs+].[Cs+]. (2) Given the product [CH:35]1([CH2:42][NH:43][C:23]([C:22]2[CH:26]=[CH:27][C:28]([O:30][CH3:31])=[CH:29][C:21]=2[N:18]2[CH2:19][CH2:20][CH:15]([CH2:14][O:13][C:12]3[CH:11]=[C:10]([CH:4]([CH:1]4[CH2:3][CH2:2]4)[CH2:5][C:6]([OH:8])=[O:7])[CH:34]=[CH:33][CH:32]=3)[CH2:16][CH2:17]2)=[O:24])[CH2:41][CH2:40][CH2:39][CH2:38][CH2:37][CH2:36]1, predict the reactants needed to synthesize it. The reactants are: [CH:1]1([CH:4]([C:10]2[CH:11]=[C:12]([CH:32]=[CH:33][CH:34]=2)[O:13][CH2:14][CH:15]2[CH2:20][CH2:19][N:18]([C:21]3[CH:29]=[C:28]([O:30][CH3:31])[CH:27]=[CH:26][C:22]=3[C:23](O)=[O:24])[CH2:17][CH2:16]2)[CH2:5][C:6]([O:8]C)=[O:7])[CH2:3][CH2:2]1.[CH:35]1([CH2:42][NH2:43])[CH2:41][CH2:40][CH2:39][CH2:38][CH2:37][CH2:36]1.C(N(C(C)C)C(C)C)C.F[P-](F)(F)(F)(F)F.N1(OC(N(C)C)=[N+](C)C)C2N=CC=CC=2N=N1.C(=O)([O-])O.[Na+]. (3) Given the product [CH3:3][N:4]1[CH2:9][CH:8]2[C:1](=[O:2])[CH:10]([C@H:6]([CH3:5])[C@H:7]2[CH3:13])[CH2:11]1, predict the reactants needed to synthesize it. The reactants are: [CH2:1]=[O:2].[CH3:3][NH2:4].[CH3:5][CH:6]1[CH:10]([CH3:11])[CH2:9][C:8](=O)[CH2:7]1.[C:13](O)(=O)C. (4) Given the product [N:1]1[C:9]2[C:4](=[N:5][CH:6]=[CH:7][C:8]=2[C:10]([O:12][CH3:18])=[O:11])[NH:3][CH:2]=1, predict the reactants needed to synthesize it. The reactants are: [N:1]1[C:9]2[C:4](=[N:5][CH:6]=[CH:7][C:8]=2[C:10]([OH:12])=[O:11])[NH:3][CH:2]=1.OS(O)(=O)=O.[CH3:18]O.